Binary Classification. Given a miRNA mature sequence and a target amino acid sequence, predict their likelihood of interaction. From a dataset of Experimentally validated miRNA-target interactions with 360,000+ pairs, plus equal number of negative samples. The miRNA is mmu-miR-1941-5p with sequence AGGGAGAUGCUGGUACAGAGGCUU. Result: 0 (no interaction). The protein sequence of the target gene is MHLLGPWLLLLVLEYLAFSDSSKWVFEHPETLYAWEGACVWIPCTYRALDGDLESFILFHNPEYNKNTSKFDGTRLYESTKDGKVPSEQKRVQFLGDKNKNCTLSIHPVHLNDSGQLGLRMESKTEKWMERIHLNVSERPFPPHIQLPPEIQESQEVTLTCLLNFSCYGYPIQLQWLLEGVPMRQAAVTSTSLTIKSVFTRSELKFSPQWSHHGKIVTCQLQDADGKFLSNDTVQLNVKHTPKLEIKVTPSDAIVREGDSVTMTCEVSSSNPEYTTVSWLKDGTSLKKQNTFTLNLREVT....